Dataset: Experimentally validated miRNA-target interactions with 360,000+ pairs, plus equal number of negative samples. Task: Binary Classification. Given a miRNA mature sequence and a target amino acid sequence, predict their likelihood of interaction. (1) The miRNA is hsa-miR-379-3p with sequence UAUGUAACAUGGUCCACUAACU. The protein sequence of the target gene is MPQLLQNINGIIEAFRRYARTEGNCTALTRGELKRLLEQEFADVIVKPHDPATVDEVLRLLDEDHTGTVEFKEFLVLVFKVAQACFKTLSESAEGACGSQESGSLHSGASQELGEGQRSGTEVGRAGKGQHYEGSSHRQSQQGSRGQNRPGVQTQGQATGSAWVSSYDRQAESQSQERISPQIQLSGQTEQTQKAGEGKRNQTTEMRPERQPQTREQDRAHQTGETVTGSGTQTQAGATQTVEQDSSHQTGRTSKQTQEATNDQNRGTETHGQGRSQTSQAVTGGHAQIQAGTHTQTPTQ.... Result: 0 (no interaction). (2) The miRNA is hsa-miR-3665 with sequence AGCAGGUGCGGGGCGGCG. The protein sequence of the target gene is MAVEGSTITSRIKNLLRSPSIKLRRSKAGNRREDLSSKVTLEKVLGITVSGGRGLACDPRSGLVAYPAGCVVVLFNPRKHKQHHILNSSRKTITALAFSPDGKYLVTGESGHMPAVRVWDVAEHSQVAELQEHKYGVACVAFSPSAKYIVSVGYQHDMIVNVWAWKKNIVVASNKVSSRVTAVSFSEDCSYFVTAGNRHIKFWYLDDSKTSKVNATVPLLGRSGLLGELRNNLFTDVACGRGKKADSTFCITSSGLLCEFSDRRLLDKWVELRNIDSFTTTVAHCISVSQDYIFCGCADG.... Result: 1 (interaction). (3) The protein sequence of the target gene is MNHTVQTFFSPVNSGQPPNYEMLKEEHEVAVLGAPHNPAPPTSTVIHIRSETSVPDHVVWSLFNTLFMNPCCLGFIAFAYSVKSRDRKMVGDVTGAQAYASTAKCLNIWALILGILMTILLIVIPVLIFQAYG. Result: 1 (interaction). The miRNA is hsa-miR-6729-5p with sequence UGGGCGAGGGCGGCUGAGCGGC. (4) Result: 0 (no interaction). The miRNA is hsa-miR-1229-5p with sequence GUGGGUAGGGUUUGGGGGAGAGCG. The protein sequence of the target gene is MHSPPRDQAAIMLWKLVENVKYEDIYEDRHDGVPSHSSRLSQLGSVSQGPYSSAPPLSHTPSSDFQPPYFPPPYQPLPYHQSQDPYSHVNDPYSLNPLHQPQQHPWGQRQRQEVGSEAGSLLPQPRAALPQLSGLDPRRDYHSVRRPDVLLHSAHHGLDAGMGDSLSLHGLGHPGMEDVQSVEDANNSGMNLLDQSVIKKVPVPPKSVTSLMMNKDGFLGGMSVNTGEVFCSVPGRLSLLSSTSKYKVTVGEVQRRLSPPECLNASLLGGVLRRAKSKNGGRSLRERLEKIGLNLPAGRR.... (5) The miRNA is mmu-miR-1930-5p with sequence ACCUCCAUAGUACCUGCAGCGU. The protein sequence of the target gene is MAGQGLPLHVATLLTGLLECLGFAGVLFGWPSLVFVFKNEDYFKDLCGPDAGPIGNATGQADCKAQDERFSLIFTLGSFMNNFMTFPTGYIFDRFKTTVARLIAIFFYTTATLIIAFTSAGSAVLLFLAMPMLTIGGILFLITNLQIGNLFGQHRSTIITLYNGAFDSSSAVFLIIKLLYEKGISLRASFIFISVCSTWHVARTFLLMPRGHIPYPLPPNYSYGLCPGNGTTKEEKETAEHENRELQSKEFLSAKEETPGAGQKQELRSFWSYAFSRRFAWHLVWLSVIQLWHYLFIGTL.... Result: 0 (no interaction).